From a dataset of Forward reaction prediction with 1.9M reactions from USPTO patents (1976-2016). Predict the product of the given reaction. (1) Given the reactants [CH2:1]([O:3][C:4]([C:6]1[C:7]([OH:22])=[C:8]2[C:15]([C:16]3[CH:21]=[CH:20][CH:19]=[CH:18][CH:17]=3)=[N:14][O:13][C:9]2=[C:10](Br)[N:11]=1)=[O:5])[CH3:2].CCCC[Sn]([C:36]1[N:41]=[CH:40][CH:39]=[CH:38][CH:37]=1)(CCCC)CCCC, predict the reaction product. The product is: [CH2:1]([O:3][C:4]([C:6]1[C:7]([OH:22])=[C:8]2[C:15]([C:16]3[CH:21]=[CH:20][CH:19]=[CH:18][CH:17]=3)=[N:14][O:13][C:9]2=[C:10]([C:40]2[CH:39]=[CH:38][CH:37]=[CH:36][N:41]=2)[N:11]=1)=[O:5])[CH3:2]. (2) Given the reactants [CH3:1][C:2]1[N:6]=[C:5]([C:7]2[S:11][C:10]([NH2:12])=[N:9][C:8]=2[C:13]2[CH:18]=[CH:17][CH:16]=[CH:15][CH:14]=2)[O:4][N:3]=1.[C:19](Cl)(=[O:25])[CH2:20][CH2:21][CH2:22][CH2:23][CH3:24], predict the reaction product. The product is: [CH3:1][C:2]1[N:6]=[C:5]([C:7]2[S:11][C:10]([NH:12][C:19](=[O:25])[CH2:20][CH2:21][CH2:22][CH2:23][CH3:24])=[N:9][C:8]=2[C:13]2[CH:14]=[CH:15][CH:16]=[CH:17][CH:18]=2)[O:4][N:3]=1.